This data is from Forward reaction prediction with 1.9M reactions from USPTO patents (1976-2016). The task is: Predict the product of the given reaction. (1) Given the reactants [CH2:1]([O:3][C:4](=[O:10])/[CH:5]=[CH:6]/[CH:7]([CH3:9])[CH3:8])[CH3:2].[CH2:11]([N:18]([CH2:22][Si](C)(C)C)[CH2:19]OC)[C:12]1[CH:17]=[CH:16][CH:15]=[CH:14][CH:13]=1, predict the reaction product. The product is: [CH2:1]([O:3][C:4]([CH:5]1[CH:6]([CH:7]([CH3:9])[CH3:8])[CH2:22][N:18]([CH2:11][C:12]2[CH:17]=[CH:16][CH:15]=[CH:14][CH:13]=2)[CH2:19]1)=[O:10])[CH3:2]. (2) Given the reactants [CH2:1]([NH:8][CH:9]1[CH2:14][CH2:13][CH2:12][CH2:11][CH2:10]1)[C:2]1[CH:7]=[CH:6][CH:5]=[CH:4][CH:3]=1.[CH:15]1[C:27]2[CH:26]([CH2:28][O:29][C:30]([NH:32][C@@H:33]([CH2:37][C:38]3[C:46]4[C:41](=[CH:42][CH:43]=[CH:44][CH:45]=4)[NH:40][CH:39]=3)[C:34](O)=[O:35])=[O:31])[C:25]3[C:20](=[CH:21][CH:22]=[CH:23][CH:24]=3)[C:19]=2[CH:18]=[CH:17][CH:16]=1, predict the reaction product. The product is: [CH:24]1[C:25]2[CH:26]([CH2:28][O:29][C:30](=[O:31])[NH:32][C@H:33]([C:34](=[O:35])[N:8]([CH2:1][C:2]3[CH:7]=[CH:6][CH:5]=[CH:4][CH:3]=3)[CH:9]3[CH2:10][CH2:11][CH2:12][CH2:13][CH2:14]3)[CH2:37][C:38]3[C:46]4[C:41](=[CH:42][CH:43]=[CH:44][CH:45]=4)[NH:40][CH:39]=3)[C:27]3[C:19](=[CH:18][CH:17]=[CH:16][CH:15]=3)[C:20]=2[CH:21]=[CH:22][CH:23]=1. (3) The product is: [OH:11][CH2:10][C:9]1[CH:8]=[C:7]([CH2:6][CH2:5][CH2:4][OH:3])[CH:15]=[CH:14][CH:13]=1. Given the reactants C([O:3][C:4](=O)[CH2:5][CH2:6][C:7]1[CH:8]=[C:9]([CH:13]=[CH:14][CH:15]=1)[C:10](O)=[O:11])C.O1CCCC1.B.Cl.O, predict the reaction product. (4) Given the reactants CC1(C)C(C)(C)OB([C:9]2[CH:10]=[C:11]3[C:16](=[CH:17][CH:18]=2)[N:15]=[CH:14][CH:13]=[C:12]3[N:19]2[CH2:24][CH2:23][CH2:22][C@H:21]([NH:25][C:26](=[O:32])[O:27][C:28]([CH3:31])([CH3:30])[CH3:29])[CH2:20]2)O1.[CH2:34]([O:41][C:42]1[CH:47]=[CH:46][N:45]=[C:44](Cl)[N:43]=1)[C:35]1[CH:40]=[CH:39][CH:38]=[CH:37][CH:36]=1.C([O-])([O-])=O.[Na+].[Na+], predict the reaction product. The product is: [CH2:34]([O:41][C:42]1[CH:47]=[CH:46][N:45]=[C:44]([C:9]2[CH:10]=[C:11]3[C:16](=[CH:17][CH:18]=2)[N:15]=[CH:14][CH:13]=[C:12]3[N:19]2[CH2:24][CH2:23][CH2:22][C@H:21]([NH:25][C:26](=[O:32])[O:27][C:28]([CH3:29])([CH3:30])[CH3:31])[CH2:20]2)[N:43]=1)[C:35]1[CH:36]=[CH:37][CH:38]=[CH:39][CH:40]=1. (5) The product is: [CH3:1][NH:2][C:3]([N:5]1[CH2:10][CH2:9][NH:8][CH2:7][CH2:6]1)=[O:4]. Given the reactants [CH3:1][NH:2][C:3]([N:5]1[CH2:10][CH2:9][N:8](CC2C=CC=CC=2)[CH2:7][CH2:6]1)=[O:4], predict the reaction product. (6) Given the reactants [Cl:1][C:2]1[CH:3]=[C:4]([C:8]2[C:9](=[O:18])[NH:10][C:11]3([CH2:17][CH2:16][CH2:15][CH2:14][CH2:13]3)[N:12]=2)[CH:5]=[CH:6][CH:7]=1.C(=O)([O-])[O-].[K+].[K+].Br[CH2:26][C:27]([O:29][CH2:30][CH3:31])=[O:28], predict the reaction product. The product is: [CH2:30]([O:29][C:27](=[O:28])[CH2:26][N:10]1[C:11]2([CH2:17][CH2:16][CH2:15][CH2:14][CH2:13]2)[N:12]=[C:8]([C:4]2[CH:5]=[CH:6][CH:7]=[C:2]([Cl:1])[CH:3]=2)[C:9]1=[O:18])[CH3:31]. (7) Given the reactants Br[CH:2]([C:8]1[CH:18]=[CH:17][CH:16]=[CH:15][C:9]=1[C:10]([O:12]CC)=O)[C:3]([O:5][CH2:6][CH3:7])=[O:4].[CH2:19]([NH2:21])[CH3:20], predict the reaction product. The product is: [CH2:19]([N:21]1[C:10](=[O:12])[C:9]2[C:8](=[CH:18][CH:17]=[CH:16][CH:15]=2)[CH:2]1[C:3]([O:5][CH2:6][CH3:7])=[O:4])[CH3:20].